From a dataset of TCR-epitope binding with 47,182 pairs between 192 epitopes and 23,139 TCRs. Binary Classification. Given a T-cell receptor sequence (or CDR3 region) and an epitope sequence, predict whether binding occurs between them. (1) The epitope is ILKEPVHGV. The TCR CDR3 sequence is CTSSLGTSSYEQYF. Result: 0 (the TCR does not bind to the epitope). (2) The epitope is FPRPWLHGL. The TCR CDR3 sequence is CSARTYAGGTDTQYF. Result: 1 (the TCR binds to the epitope). (3) The epitope is GTSGSPIINR. The TCR CDR3 sequence is CASSLIGGGNTEAFF. Result: 1 (the TCR binds to the epitope). (4) The epitope is KEIDRLNEV. The TCR CDR3 sequence is CASGGPSAQETQYF. Result: 0 (the TCR does not bind to the epitope). (5) The epitope is IPSINVHHY. The TCR CDR3 sequence is CASGRTGSEAFF. Result: 1 (the TCR binds to the epitope).